This data is from Forward reaction prediction with 1.9M reactions from USPTO patents (1976-2016). The task is: Predict the product of the given reaction. (1) Given the reactants [C:1]([NH:3][C:4](=[N:12][C:13]1[CH:18]=[CH:17][C:16]([N:19]2[CH2:24][CH2:23][N:22]([CH:25]3[CH2:30][CH:29]4[CH2:31][CH:26]3[CH2:27][CH2:28]4)[CH2:21][CH2:20]2)=[CH:15][CH:14]=1)[O:5][C:6]1C=CC=CC=1)#[N:2].[Cl:32][C:33]1[N:34]=[C:35]([NH:43][NH2:44])[C:36]2[S:41][CH:40]=[C:39]([CH3:42])[C:37]=2[N:38]=1.CN1C(=[O:51])CCC1, predict the reaction product. The product is: [CH:6]([OH:5])=[O:51].[C@@H:26]12[CH2:31][C@@H:29]([CH2:28][CH2:27]1)[CH2:30][C@@H:25]2[N:22]1[CH2:23][CH2:24][N:19]([C:16]2[CH:17]=[CH:18][C:13]([NH:12][C:4]3[N:3]=[C:1]([NH2:2])[N:43]([C:35]4[C:36]5[S:41][CH:40]=[C:39]([CH3:42])[C:37]=5[N:38]=[C:33]([Cl:32])[N:34]=4)[N:44]=3)=[CH:14][CH:15]=2)[CH2:20][CH2:21]1. (2) Given the reactants [F:1][C:2]1[CH:10]=[C:9]2[C:5]([C:6]([C:20]3[CH:21]=[N:22][N:23]([CH2:25][CH:26]([OH:29])[C:27]#[N:28])[CH:24]=3)=[CH:7][N:8]2[S:11]([C:14]2[CH:19]=[CH:18][CH:17]=[CH:16][CH:15]=2)(=[O:13])=[O:12])=[CH:4][CH:3]=1.C(N)(=[O:32])C, predict the reaction product. The product is: [F:1][C:2]1[CH:10]=[C:9]2[C:5]([C:6]([C:20]3[CH:21]=[N:22][N:23]([CH2:25][CH:26]([OH:29])[C:27]([NH2:28])=[O:32])[CH:24]=3)=[CH:7][N:8]2[S:11]([C:14]2[CH:15]=[CH:16][CH:17]=[CH:18][CH:19]=2)(=[O:12])=[O:13])=[CH:4][CH:3]=1. (3) Given the reactants [CH3:1][O:2][C:3]1[CH:8]=[C:7]([N+:9]([O-])=O)[C:6]([O:12][CH3:13])=[CH:5][C:4]=1[N:14]1[CH2:19][CH2:18][N:17]([C:20](=[O:22])[CH3:21])[CH2:16][CH2:15]1, predict the reaction product. The product is: [NH2:9][C:7]1[C:6]([O:12][CH3:13])=[CH:5][C:4]([N:14]2[CH2:19][CH2:18][N:17]([C:20](=[O:22])[CH3:21])[CH2:16][CH2:15]2)=[C:3]([O:2][CH3:1])[CH:8]=1. (4) The product is: [CH2:12]([O:11][C:9]([C:8]1[CH:33]=[C:32]([C:29]2[CH:30]=[CH:31][C:26]([O:25][CH2:18][C:19]3[CH:24]=[CH:23][CH:22]=[CH:21][CH:20]=3)=[CH:27][CH:28]=2)[NH:7][C:5]=1[NH2:6])=[O:10])[CH3:13]. Given the reactants C(O)C.Cl.[C:5]([CH2:8][C:9]([O:11][CH2:12][CH3:13])=[O:10])(=[NH:7])[NH2:6].[O-]CC.[Na+].[CH2:18]([O:25][C:26]1[CH:31]=[CH:30][C:29]([C:32](=O)[CH2:33]Br)=[CH:28][CH:27]=1)[C:19]1[CH:24]=[CH:23][CH:22]=[CH:21][CH:20]=1, predict the reaction product. (5) Given the reactants [Cl:1][C:2]1[C:7]([C:8]([NH:10][CH2:11][C:12](=[O:14])[CH3:13])=O)=[CH:6][CH:5]=[C:4]([CH3:15])[N:3]=1.CC[N+](S(N=C(OC)[O-])(=O)=O)(CC)CC, predict the reaction product. The product is: [Cl:1][C:2]1[C:7]([C:8]2[O:14][C:12]([CH3:13])=[CH:11][N:10]=2)=[CH:6][CH:5]=[C:4]([CH3:15])[N:3]=1. (6) The product is: [C:55]([O:54][C:53]([NH:52][CH2:51][C:49]1[C:48]([CH3:60])=[N:47][N:46]([CH2:45][C@@H:41]2[C@H:40]([NH:39][C:23](=[O:24])/[C:22](=[N:21]\[O:20][C:17]3([C:15]([O:14][CH:1]([C:2]4[CH:7]=[CH:6][CH:5]=[CH:4][CH:3]=4)[C:8]4[CH:9]=[CH:10][CH:11]=[CH:12][CH:13]=4)=[O:16])[CH2:18][CH2:19]3)/[C:26]3[N:27]=[C:28]([NH:31][C:32]([O:34][C:35]([CH3:38])([CH3:37])[CH3:36])=[O:33])[S:29][CH:30]=3)[C:43](=[O:44])[NH:42]2)[N:50]=1)=[O:59])([CH3:58])([CH3:56])[CH3:57]. Given the reactants [CH:1]([O:14][C:15]([C:17]1([O:20]/[N:21]=[C:22](/[C:26]2[N:27]=[C:28]([NH:31][C:32]([O:34][C:35]([CH3:38])([CH3:37])[CH3:36])=[O:33])[S:29][CH:30]=2)\[C:23](O)=[O:24])[CH2:19][CH2:18]1)=[O:16])([C:8]1[CH:13]=[CH:12][CH:11]=[CH:10][CH:9]=1)[C:2]1[CH:7]=[CH:6][CH:5]=[CH:4][CH:3]=1.[NH2:39][C@@H:40]1[C:43](=[O:44])[NH:42][C@@H:41]1[CH2:45][N:46]1[N:50]=[C:49]([CH2:51][NH:52][C:53](=[O:59])[O:54][C:55]([CH3:58])([CH3:57])[CH3:56])[C:48]([CH3:60])=[N:47]1.CN(C(ON1N=NC2C=CC=NC1=2)=[N+](C)C)C.F[P-](F)(F)(F)(F)F.CCN(C(C)C)C(C)C, predict the reaction product. (7) The product is: [C:15]1([CH3:23])[CH:20]=[CH:19][C:18]([CH:21]=[CH:7][C:2]2[CH:3]=[CH:4][CH:5]=[CH:6][N+:1]=2[O-:8])=[CH:17][CH:16]=1. Given the reactants [N+:1]1([O-:8])[C:2]([CH3:7])=[CH:3][CH:4]=[CH:5][CH:6]=1.C([O-])(C)(C)C.[K+].[C:15]1([CH3:23])[CH:20]=[CH:19][C:18]([CH:21]=O)=[CH:17][CH:16]=1, predict the reaction product. (8) Given the reactants Br[C:2]1[N:10]2[C:5]([CH:6]=[N:7][C:8]([NH:11][C:12]3[CH:17]=[CH:16][C:15]([CH:18]4[CH2:23][CH2:22][N:21]([CH2:24][C:25]([NH2:27])=[O:26])[CH2:20][CH2:19]4)=[CH:14][CH:13]=3)=[N:9]2)=[CH:4][CH:3]=1.[CH3:28][S:29]([N:32]1[CH2:40][C:39]2[C:34](=[CH:35][CH:36]=[CH:37][C:38]=2B2OC(C)(C)C(C)(C)O2)[CH2:33]1)(=[O:31])=[O:30].C(=O)([O-])[O-].[Na+].[Na+].O.O1CCCC1, predict the reaction product. The product is: [CH3:28][S:29]([N:32]1[CH2:40][C:39]2[C:34](=[CH:35][CH:36]=[CH:37][C:38]=2[C:2]2[N:10]3[C:5]([CH:6]=[N:7][C:8]([NH:11][C:12]4[CH:17]=[CH:16][C:15]([CH:18]5[CH2:23][CH2:22][N:21]([CH2:24][C:25]([NH2:27])=[O:26])[CH2:20][CH2:19]5)=[CH:14][CH:13]=4)=[N:9]3)=[CH:4][CH:3]=2)[CH2:33]1)(=[O:31])=[O:30]. (9) Given the reactants Br[C:2]1[C:11]2[C:6](=[C:7]([C:12]#[N:13])[CH:8]=[CH:9][CH:10]=2)[N:5]=[CH:4][CH:3]=1.[F:14][C:15]([F:25])([F:24])[C:16]1[CH:17]=[C:18]([CH:21]=[CH:22][CH:23]=1)[CH2:19][NH2:20].[C:26]([O-:29])([O-])=[O:27].[K+].[K+], predict the reaction product. The product is: [F:14][C:15]([F:24])([F:25])[C:16]1[CH:17]=[C:18]([CH:21]=[CH:22][CH:23]=1)[CH2:19][NH:20][C:2]1[C:11]2[C:6](=[C:7]([C:12]#[N:13])[CH:8]=[CH:9][CH:10]=2)[N:5]=[CH:4][CH:3]=1.[C:26]([OH:29])([C:15]([F:25])([F:24])[F:14])=[O:27]. (10) Given the reactants O1CCCCC1OCCC1C=C(CN[C:17]([C:19]2[C:20](=[O:37])[N:21]([C:27]3[CH:32]=[CH:31][CH:30]=[C:29]([C:33]([F:36])([F:35])[F:34])[CH:28]=3)[C:22]([CH3:26])=[C:23]([I:25])[CH:24]=2)=[O:18])ON=1.CN1C([Sn](C)(C)C)=CC=N1.C[O:49]CCOC, predict the reaction product. The product is: [I:25][C:23]1[CH:24]=[C:19]([C:17]([OH:18])=[O:49])[C:20](=[O:37])[N:21]([C:27]2[CH:32]=[CH:31][CH:30]=[C:29]([C:33]([F:36])([F:35])[F:34])[CH:28]=2)[C:22]=1[CH3:26].